This data is from Catalyst prediction with 721,799 reactions and 888 catalyst types from USPTO. The task is: Predict which catalyst facilitates the given reaction. (1) Reactant: [CH2:1]([N:8]1[CH2:14][CH:13]2[NH:15][CH:10]([CH2:11][CH2:12]2)[CH2:9]1)[C:2]1[CH:7]=[CH:6][CH:5]=[CH:4][CH:3]=1.[CH3:16][C:17]([O:20][C:21](O[C:21]([O:20][C:17]([CH3:19])([CH3:18])[CH3:16])=[O:22])=[O:22])([CH3:19])[CH3:18].C([O-])(O)=O.[Na+]. Product: [CH2:1]([N:8]1[CH2:14][CH:13]2[N:15]([C:21]([O:20][C:17]([CH3:19])([CH3:18])[CH3:16])=[O:22])[CH:10]([CH2:11][CH2:12]2)[CH2:9]1)[C:2]1[CH:3]=[CH:4][CH:5]=[CH:6][CH:7]=1. The catalyst class is: 2. (2) Reactant: [Cl:1][C:2]1[N:7]=[C:6]2[O:8][C:9]([C:15]3[CH:20]=[CH:19][C:18]([F:21])=[CH:17][CH:16]=3)=[C:10]([C:11](=[O:14])[NH:12][CH3:13])[C:5]2=[CH:4][C:3]=1[C:22]1[CH:23]=[N:24][CH:25]=[C:26]([CH:30]=1)[C:27]([OH:29])=O.C(N(C(C)C)C(C)C)C.Cl.[C:41]12([NH2:46])[CH2:45][CH:43]([CH2:44]1)[CH2:42]2.CN(C(ON1N=NC2C=CC=NC1=2)=[N+](C)C)C.F[P-](F)(F)(F)(F)F. Product: [C:41]12([NH:46][C:27]([C:26]3[CH:30]=[C:22]([C:3]4[CH:4]=[C:5]5[C:10]([C:11]([NH:12][CH3:13])=[O:14])=[C:9]([C:15]6[CH:16]=[CH:17][C:18]([F:21])=[CH:19][CH:20]=6)[O:8][C:6]5=[N:7][C:2]=4[Cl:1])[CH:23]=[N:24][CH:25]=3)=[O:29])[CH2:45][CH:43]([CH2:44]1)[CH2:42]2. The catalyst class is: 3. (3) Reactant: [CH:1]([C:3]1[C:4]([O:14][CH2:15][C:16]2[CH:41]=[CH:40][C:19]([O:20][CH2:21][C:22]3[N:23]=[C:24]([C:28]4[CH:29]=[C:30]([CH2:34][C:35]([O:37][CH2:38][CH3:39])=[O:36])[CH:31]=[CH:32][CH:33]=4)[O:25][C:26]=3[CH3:27])=[C:18]([O:42][CH2:43]C)[CH:17]=2)=[N:5][N:6]([C:8]2[CH:13]=[CH:12][CH:11]=[CH:10][CH:9]=2)[CH:7]=1)=O.[CH2:45]([P:54](=[O:61])([O:58][CH2:59][CH3:60])[O:55][CH2:56][CH3:57])P(=O)(OCC)OCC.CN(C)C=O.[H-].[Na+]. Product: [CH2:59]([O:58][P:54](/[CH:45]=[CH:1]/[C:3]1[C:4]([O:14][CH2:15][C:16]2[CH:41]=[CH:40][C:19]([O:20][CH2:21][C:22]3[N:23]=[C:24]([C:28]4[CH:29]=[C:30]([CH2:34][C:35]([O:37][CH2:38][CH3:39])=[O:36])[CH:31]=[CH:32][CH:33]=4)[O:25][C:26]=3[CH3:27])=[C:18]([O:42][CH3:43])[CH:17]=2)=[N:5][N:6]([C:8]2[CH:13]=[CH:12][CH:11]=[CH:10][CH:9]=2)[CH:7]=1)([O:55][CH2:56][CH3:57])=[O:61])[CH3:60]. The catalyst class is: 6. (4) Product: [CH3:1][O:2][CH2:3][CH2:4][O:5][CH2:6][CH2:7][CH2:8][C:9]1[CH:10]=[CH:11][C:12]([NH2:15])=[CH:13][CH:14]=1. Reactant: [CH3:1][O:2][CH2:3][CH2:4][O:5][CH2:6][CH2:7][CH2:8][C:9]1[CH:14]=[CH:13][C:12]([N+:15]([O-])=O)=[CH:11][CH:10]=1. The catalyst class is: 19.